This data is from Reaction yield outcomes from USPTO patents with 853,638 reactions. The task is: Predict the reaction yield, written as a fraction of the theoretical maximum amount of product (1.0 means a 100% yield; for example, 0.34 means a 34% yield). (1) The reactants are [F:1][C:2]1[CH:7]=[CH:6][C:5]([C:8]([CH3:12])([CH3:11])[C:9]#[N:10])=[CH:4][CH:3]=1.[H-].[Al+3].[Li+].[H-].[H-].[H-].O.[OH-].[Na+]. The catalyst is C1COCC1. The product is [F:1][C:2]1[CH:3]=[CH:4][C:5]([C:8]([CH3:12])([CH3:11])[CH2:9][NH2:10])=[CH:6][CH:7]=1. The yield is 0.920. (2) The reactants are N[C:2]1[C:3]([CH3:20])=[C:4]([CH:12]=[C:13]([CH3:19])[C:14]=1[C:15]([O:17][CH3:18])=[O:16])[C:5]([O:7][C:8]([CH3:11])([CH3:10])[CH3:9])=[O:6].[I:21]CI.N(OCCC(C)C)=O. The catalyst is C1COCC1.[Cu]I. The product is [I:21][C:2]1[C:3]([CH3:20])=[C:4]([CH:12]=[C:13]([CH3:19])[C:14]=1[C:15]([O:17][CH3:18])=[O:16])[C:5]([O:7][C:8]([CH3:11])([CH3:10])[CH3:9])=[O:6]. The yield is 0.480. (3) The reactants are [Cl:1][C:2]1[CH:17]=[CH:16][C:15]([C:18]([F:21])([F:20])[F:19])=[CH:14][C:3]=1[O:4][C:5]1[CH:6]=[CH:7][C:8]([N+:11]([O-])=O)=[N:9][CH:10]=1. The catalyst is C(O)C.ClCCl.[Pd]. The product is [Cl:1][C:2]1[CH:17]=[CH:16][C:15]([C:18]([F:19])([F:21])[F:20])=[CH:14][C:3]=1[O:4][C:5]1[CH:6]=[CH:7][C:8]([NH2:11])=[N:9][CH:10]=1. The yield is 0.960. (4) The reactants are [Cl:1][C:2]1[CH:41]=[CH:40][C:5]2[NH:6][C:7]([C@@H:9]([NH:14][C:15](=[O:39])[C:16]3[CH:21]=[CH:20][C:19]([C:22]([N:24]4[CH2:28][CH2:27][CH2:26][C@H:25]4[CH2:29][NH:30]C(OC(C)(C)C)=O)=[O:23])=[C:18]([Cl:38])[CH:17]=3)[CH2:10][CH2:11][S:12][CH3:13])=[N:8][C:4]=2[CH:3]=1.FC(F)(F)C(O)=O.ClCCl.CO.N.ClCl. No catalyst specified. The product is [Cl:1][C:2]1[CH:41]=[CH:40][C:5]2[NH:6][C:7]([C@@H:9]([NH:14][C:15](=[O:39])[C:16]3[CH:21]=[CH:20][C:19]([C:22]([N:24]4[CH2:28][CH2:27][CH2:26][C@H:25]4[CH2:29][NH2:30])=[O:23])=[C:18]([Cl:38])[CH:17]=3)[CH2:10][CH2:11][S:12][CH3:13])=[N:8][C:4]=2[CH:3]=1. The yield is 0.810. (5) The reactants are Cl[C:2]1[CH:7]=[CH:6][N:5]=[C:4]([N:8]2[CH2:19][CH2:18][N:17]3[C:10](=[CH:11][C:12]4[CH2:13][C:14]([CH3:21])([CH3:20])[CH2:15][C:16]=43)[C:9]2=[O:22])[C:3]=1[CH:23]=[O:24].[N:25]1[N:33]2[C:28]([CH2:29][O:30][CH2:31][CH2:32]2)=[CH:27][C:26]=1[NH:34][C:35]1[C:36](=[O:51])[N:37]([CH3:50])[CH:38]=[C:39](B2OC(C)(C)C(C)(C)O2)[CH:40]=1.[O-]P([O-])([O-])=O.[K+].[K+].[K+].C([O-])(=O)C.[Na+]. The catalyst is C1C=CC(P(C2C=CC=CC=2)[C-]2C=CC=C2)=CC=1.C1C=CC(P(C2C=CC=CC=2)[C-]2C=CC=C2)=CC=1.Cl[Pd]Cl.[Fe+2].O.C(#N)C. The product is [CH3:50][N:37]1[C:36](=[O:51])[C:35]([NH:34][C:26]2[CH:27]=[C:28]3[CH2:29][O:30][CH2:31][CH2:32][N:33]3[N:25]=2)=[CH:40][C:39]([C:2]2[C:3]([CH:23]=[O:24])=[C:4]([N:8]3[CH2:19][CH2:18][N:17]4[C:10](=[CH:11][C:12]5[CH2:13][C:14]([CH3:21])([CH3:20])[CH2:15][C:16]=54)[C:9]3=[O:22])[N:5]=[CH:6][CH:7]=2)=[CH:38]1. The yield is 0.780. (6) The reactants are [Cl:1][C:2]1[CH:7]=[CH:6][C:5]([O:8][C:9](=[O:22])[N:10]([C@H:12]2[CH2:17][CH2:16][C@H:15](/[CH:18]=[CH:19]/[CH2:20]Cl)[CH2:14][CH2:13]2)[CH3:11])=[CH:4][CH:3]=1.[CH3:23][NH:24][CH2:25][CH2:26][CH3:27]. The catalyst is CO. The product is [Cl:1][C:2]1[CH:7]=[CH:6][C:5]([O:8][C:9](=[O:22])[N:10]([CH3:11])[C@H:12]2[CH2:17][CH2:16][C@H:15](/[CH:18]=[CH:19]/[CH2:20][N:24]([CH3:23])[CH2:25][CH2:26][CH3:27])[CH2:14][CH2:13]2)=[CH:4][CH:3]=1. The yield is 0.520. (7) The reactants are [Br:1][C:2]1[C:3]([F:12])=[C:4]2[C:10]([NH2:11])=[CH:9][NH:8][C:5]2=[N:6][CH:7]=1.[N:13]1[CH:18]=[CH:17][CH:16]=[N:15][C:14]=1[C:19](O)=[O:20].O=C1N(P(Cl)(N2CCOC2=O)=O)CCO1.C(N(CC)CC)C. The catalyst is C(Cl)Cl.O. The product is [Br:1][C:2]1[C:3]([F:12])=[C:4]2[C:10]([NH:11][C:19]([C:14]3[N:15]=[CH:16][CH:17]=[CH:18][N:13]=3)=[O:20])=[CH:9][NH:8][C:5]2=[N:6][CH:7]=1. The yield is 0.380. (8) The reactants are [Br:1][C:2]1[CH:7]=[CH:6][C:5]([N+:8]([O-:10])=[O:9])=[C:4](F)[CH:3]=1.[CH2:12]([NH:16][CH2:17][C:18]([OH:20])=[O:19])[CH2:13][CH2:14][CH3:15].O. The catalyst is C(O)C.[OH-].[Na+]. The product is [Br:1][C:2]1[CH:7]=[CH:6][C:5]([N+:8]([O-:10])=[O:9])=[C:4]([N:16]([CH2:17][C:18]([OH:20])=[O:19])[CH2:12][CH2:13][CH2:14][CH3:15])[CH:3]=1. The yield is 0.220. (9) The reactants are [Br:1][C:2]1[N:3]=[C:4]([C:9]2[O:10][C:11]([C:14]3[CH:19]=[CH:18][C:17]([CH2:20]Br)=[CH:16][CH:15]=3)=[N:12][N:13]=2)[C:5]([NH2:8])=[N:6][CH:7]=1.C([O-])([O-])=O.[Na+].[Na+].[CH3:28][NH2:29]. The catalyst is O1CCCC1.O. The product is [Br:1][C:2]1[N:3]=[C:4]([C:9]2[O:10][C:11]([C:14]3[CH:19]=[CH:18][C:17]([CH2:20][NH:29][CH3:28])=[CH:16][CH:15]=3)=[N:12][N:13]=2)[C:5]([NH2:8])=[N:6][CH:7]=1. The yield is 0.970. (10) The reactants are [CH3:1][O:2][C:3]1[CH:20]=[CH:19][C:6]([CH2:7][NH:8][S:9]([NH:12][CH2:13][C:14](OCC)=[O:15])(=[O:11])=[O:10])=[CH:5][CH:4]=1.O(C(C)(C)C)[K]. The catalyst is CN(C=O)C. The product is [CH3:1][O:2][C:3]1[CH:20]=[CH:19][C:6]([CH2:7][N:8]2[C:14](=[O:15])[CH2:13][NH:12][S:9]2(=[O:11])=[O:10])=[CH:5][CH:4]=1. The yield is 0.540.